Dataset: Full USPTO retrosynthesis dataset with 1.9M reactions from patents (1976-2016). Task: Predict the reactants needed to synthesize the given product. (1) Given the product [CH3:24][O:23][C:21]1[CH:22]=[C:17]2[C:18](=[CH:19][CH:20]=1)[O:25][CH:14]([C:26]1[CH:31]=[N:30][CH:29]=[CH:28][N:27]=1)[CH2:15][CH2:16]2, predict the reactants needed to synthesize it. The reactants are: N(C(OCC)=O)=NC(OCC)=O.O[CH:14]([C:26]1[CH:31]=[N:30][CH:29]=[CH:28][N:27]=1)[CH2:15][CH2:16][C:17]1[CH:22]=[C:21]([O:23][CH3:24])[CH:20]=[CH:19][C:18]=1[OH:25].C1(P(C2C=CC=CC=2)C2C=CC=CC=2)C=CC=CC=1. (2) Given the product [NH2:30][C:11]1[CH:10]=[C:9]([C:4]2[CH:5]=[C:6]([F:8])[CH:7]=[C:2]([F:1])[CH:3]=2)[CH:14]=[CH:13][C:12]=1[C:15]([NH:17][C@H:18]([C:26]([O:28][CH3:29])=[O:27])[C@@H:19]([CH3:25])[O:20][C:21]([CH3:23])([CH3:22])[CH3:24])=[O:16], predict the reactants needed to synthesize it. The reactants are: [F:1][C:2]1[CH:3]=[C:4]([C:9]2[CH:14]=[CH:13][C:12]([C:15]([NH:17][C@H:18]([C:26]([O:28][CH3:29])=[O:27])[C@@H:19]([CH3:25])[O:20][C:21]([CH3:24])([CH3:23])[CH3:22])=[O:16])=[C:11]([N+:30]([O-])=O)[CH:10]=2)[CH:5]=[C:6]([F:8])[CH:7]=1. (3) Given the product [CH3:1][O:2][C:3](=[O:22])[CH:4]([C:11]1[CH:16]=[CH:15][C:14]([S:24][CH3:23])=[C:13]([C:18]([F:21])([F:20])[F:19])[CH:12]=1)[CH2:5][CH:6]1[CH2:10][CH2:9][CH2:8][CH2:7]1, predict the reactants needed to synthesize it. The reactants are: [CH3:1][O:2][C:3](=[O:22])[CH:4]([C:11]1[CH:16]=[CH:15][C:14](F)=[C:13]([C:18]([F:21])([F:20])[F:19])[CH:12]=1)[CH2:5][CH:6]1[CH2:10][CH2:9][CH2:8][CH2:7]1.[CH3:23][S-:24].[Na+].Cl. (4) Given the product [C:8]1([CH:9]([N:23]2[C:19](=[O:29])[C:20]3[C:21](=[CH:25][CH:26]=[CH:27][CH:28]=3)[C:22]2=[O:24])[CH2:10][CH2:11][C:12]2[CH:13]=[CH:14][CH:15]=[CH:16][CH:17]=2)[CH:4]=[CH:5][CH:6]=[CH:1][CH:7]=1, predict the reactants needed to synthesize it. The reactants are: [C:1]1([CH2:7][CH2:8][CH:9](O)[CH2:10][CH2:11][C:12]2[CH:17]=[CH:16][CH:15]=[CH:14][CH:13]=2)[CH:6]=[CH:5][CH:4]=CC=1.[C:19]1(=[O:29])[NH:23][C:22](=[O:24])[C:21]2=[CH:25][CH:26]=[CH:27][CH:28]=[C:20]12.C1(P(C2C=CC=CC=2)C2C=CC=CC=2)C=CC=CC=1.CC(OC(/N=N/C(OC(C)C)=O)=O)C. (5) Given the product [CH3:25][Si:24]([CH3:27])([CH3:26])[CH2:23][CH2:22][O:21][C:19]([N:16]1[CH2:17][CH2:18][CH:13]([CH:5]([C:6]2[CH:11]=[CH:10][C:9]([Br:12])=[CH:8][CH:7]=2)[CH2:4][NH:1][C:47]([O:49][C:50]([CH3:53])([CH3:52])[CH3:51])=[O:48])[CH2:14][CH2:15]1)=[O:20], predict the reactants needed to synthesize it. The reactants are: [N:1]([CH2:4][CH:5]([CH:13]1[CH2:18][CH2:17][N:16]([C:19]([O:21][CH2:22][CH2:23][Si:24]([CH3:27])([CH3:26])[CH3:25])=[O:20])[CH2:15][CH2:14]1)[C:6]1[CH:11]=[CH:10][C:9]([Br:12])=[CH:8][CH:7]=1)=[N+]=[N-].C1(P(C2C=CC=CC=2)C2C=CC=CC=2)C=CC=CC=1.[C:47](O[C:47]([O:49][C:50]([CH3:53])([CH3:52])[CH3:51])=[O:48])([O:49][C:50]([CH3:53])([CH3:52])[CH3:51])=[O:48]. (6) Given the product [Cl:13][C:10]1[C:9]2[C:4](=[CH:5][C:6]([F:15])=[CH:7][C:8]=2[F:14])[N:3]=[C:2]([C:23]2[C:18]([O:17][CH3:16])=[N:19][CH:20]=[CH:21][CH:22]=2)[C:11]=1[CH3:12], predict the reactants needed to synthesize it. The reactants are: Cl[C:2]1[C:11]([CH3:12])=[C:10]([Cl:13])[C:9]2[C:4](=[CH:5][C:6]([F:15])=[CH:7][C:8]=2[F:14])[N:3]=1.[CH3:16][O:17][C:18]1[C:23](B(O)O)=[CH:22][CH:21]=[CH:20][N:19]=1.C(=O)([O-])[O-].[K+].[K+]. (7) Given the product [CH3:17][C:14]1[CH:15]=[CH:16][C:11]([S:8]([N:7]([CH2:20][C:21]([OH:23])=[O:22])[C:4]2[CH:5]=[CH:6][C:1]([CH3:18])=[CH:2][CH:3]=2)(=[O:10])=[O:9])=[N:12][CH:13]=1, predict the reactants needed to synthesize it. The reactants are: [C:1]1([CH3:18])[CH:6]=[CH:5][C:4]([NH:7][S:8]([C:11]2[CH:16]=[CH:15][C:14]([CH3:17])=[CH:13][N:12]=2)(=[O:10])=[O:9])=[CH:3][CH:2]=1.Br[CH2:20][C:21]([O:23]C(C)(C)C)=[O:22]. (8) Given the product [CH3:21][O:22][C:19]1[CH:20]=[C:15]([C:2](=[O:1])[C@@H:3]([NH:7][C:8](=[O:14])[O:9][C:10]([CH3:11])([CH3:12])[CH3:13])[CH2:4][CH3:5])[CH:16]=[CH:17][CH:18]=1, predict the reactants needed to synthesize it. The reactants are: [O:1]=[C:2]([C:15]1[CH:20]=[CH:19][CH:18]=[CH:17][CH:16]=1)[C@@H:3]([NH:7][C:8](=[O:14])[O:9][C:10]([CH3:13])([CH3:12])[CH3:11])[CH2:4][CH2:5]C.[CH3:21][O:22]N(C)C(=O)[C@@H](NC(=O)OC(C)(C)C)CC. (9) Given the product [CH3:9][C:10]1[N+:11]([O-:12])=[C:1]([C:2]2[CH:7]=[CH:6][CH:5]=[CH:4][CH:3]=2)[O:8][C:13]=1[CH3:15], predict the reactants needed to synthesize it. The reactants are: [CH:1](=[O:8])[C:2]1[CH:7]=[CH:6][CH:5]=[CH:4][CH:3]=1.[CH3:9]/[C:10](/[C:13]([CH3:15])=O)=[N:11]\[OH:12].Cl.[OH-].[Na+].